Dataset: Reaction yield outcomes from USPTO patents with 853,638 reactions. Task: Predict the reaction yield, written as a fraction of the theoretical maximum amount of product (1.0 means a 100% yield; for example, 0.34 means a 34% yield). (1) The reactants are C([CH:8]1[C:12]2([CH2:17][CH2:16][C:15]([C:18]3[CH:23]=[CH:22][N:21]=[CH:20][CH:19]=3)=[CH:14][CH2:13]2)[CH2:11][CH2:10][NH:9]1)C1C=CC=CC=1. The product is [N:21]1[CH:20]=[CH:19][C:18]([CH:15]2[CH2:16][CH2:17][C:12]3([CH2:8][NH:9][CH2:10][CH2:11]3)[CH2:13][CH2:14]2)=[CH:23][CH:22]=1. The catalyst is CO.[OH-].[OH-].[Pd+2]. The yield is 0.800. (2) The reactants are [CH:1]1([N:4]2[C:13]3[C:8](=[C:9](F)[CH:10]=[C:11]([C:15]4[S:16][C:17]5[CH2:23][CH2:22][CH2:21][CH:20]([OH:24])[C:18]=5[CH:19]=4)[C:12]=3[F:14])[C:7](=[O:26])[C:6]([C:27]([OH:29])=[O:28])=[CH:5]2)[CH2:3][CH2:2]1.[NH3:30].CC(O)=O. The catalyst is CN1CCCC1=O.O. The product is [NH2:30][C:9]1[CH:10]=[C:11]([C:15]2[S:16][C:17]3[CH2:23][CH2:22][CH2:21][CH:20]([OH:24])[C:18]=3[CH:19]=2)[C:12]([F:14])=[C:13]2[C:8]=1[C:7](=[O:26])[C:6]([C:27]([OH:29])=[O:28])=[CH:5][N:4]2[CH:1]1[CH2:3][CH2:2]1. The yield is 0.770. (3) The reactants are CS(C)=O.C(Cl)(=O)C(Cl)=O.[OH:11][C@H:12]1[CH2:16][N:15]([C:17]([O:19][CH2:20][C:21]2[CH:26]=[CH:25][CH:24]=[CH:23][CH:22]=2)=[O:18])[C@H:14]([C:27]([O:29][CH3:30])=[O:28])[CH2:13]1.C(N(CC)C(C)C)(C)C. The catalyst is C(Cl)Cl.CCCCCC.CCOC(C)=O. The product is [O:11]=[C:12]1[CH2:16][N:15]([C:17]([O:19][CH2:20][C:21]2[CH:22]=[CH:23][CH:24]=[CH:25][CH:26]=2)=[O:18])[C@H:14]([C:27]([O:29][CH3:30])=[O:28])[CH2:13]1. The yield is 0.700.